This data is from TCR-epitope binding with 47,182 pairs between 192 epitopes and 23,139 TCRs. The task is: Binary Classification. Given a T-cell receptor sequence (or CDR3 region) and an epitope sequence, predict whether binding occurs between them. (1) Result: 0 (the TCR does not bind to the epitope). The TCR CDR3 sequence is CASSLAVNTAATNEKLFF. The epitope is GVAMPNLYK. (2) The TCR CDR3 sequence is CASSLSDGTDTQYF. The epitope is GILGFVFTL. Result: 1 (the TCR binds to the epitope). (3) The epitope is MPASWVMRI. The TCR CDR3 sequence is CSALRLDTDTQYF. Result: 0 (the TCR does not bind to the epitope). (4) The epitope is RLRAEAQVK. The TCR CDR3 sequence is CASSQGGPSSGANVLTF. Result: 0 (the TCR does not bind to the epitope). (5) The epitope is YLQPRTFLL. The TCR CDR3 sequence is CSARDQPGQNTGELFF. Result: 1 (the TCR binds to the epitope). (6) The epitope is VVYRGTTTY. The TCR CDR3 sequence is CASSSNGGGAFYNEQFF. Result: 1 (the TCR binds to the epitope). (7) The epitope is VLAWLYAAV. The TCR CDR3 sequence is CATSGGRNTEAFF. Result: 1 (the TCR binds to the epitope).